This data is from hERG Central: cardiac toxicity at 1µM, 10µM, and general inhibition. The task is: Predict hERG channel inhibition at various concentrations. (1) The molecule is CCOC(=O)CSc1nsc(SCC(=O)OCC)c1C#N. Results: hERG_inhib (hERG inhibition (general)): blocker. (2) Results: hERG_inhib (hERG inhibition (general)): blocker. The compound is N#Cc1nc(COc2ccccc2Cl)oc1NCc1cccnc1. (3) The drug is O=C(Nc1nc2n(n1)C(c1ccccc1)CC(c1ccc(Cl)cc1)N2)c1ccco1. Results: hERG_inhib (hERG inhibition (general)): blocker. (4) The compound is COc1ccc(CNC(=O)C(C)N2C(=O)NC(c3ccccc3)(c3ccccc3)C2=O)cc1. Results: hERG_inhib (hERG inhibition (general)): blocker. (5) The compound is OCCC1CN(Cc2cccc3nonc23)CCN1Cc1ccsc1. Results: hERG_inhib (hERG inhibition (general)): blocker. (6) The drug is COc1ccc(CN2CCN(Cc3cc(=O)oc4cc(C)ccc34)CC2)c(OC)c1OC. Results: hERG_inhib (hERG inhibition (general)): blocker.